This data is from NCI-60 drug combinations with 297,098 pairs across 59 cell lines. The task is: Regression. Given two drug SMILES strings and cell line genomic features, predict the synergy score measuring deviation from expected non-interaction effect. (1) Drug 1: CN1CCC(CC1)COC2=C(C=C3C(=C2)N=CN=C3NC4=C(C=C(C=C4)Br)F)OC. Drug 2: C1=CN(C(=O)N=C1N)C2C(C(C(O2)CO)O)O.Cl. Synergy scores: CSS=23.2, Synergy_ZIP=1.10, Synergy_Bliss=5.38, Synergy_Loewe=-1.22, Synergy_HSA=7.30. Cell line: UACC62. (2) Drug 1: C1=C(C(=O)NC(=O)N1)N(CCCl)CCCl. Drug 2: CCCS(=O)(=O)NC1=C(C(=C(C=C1)F)C(=O)C2=CNC3=C2C=C(C=N3)C4=CC=C(C=C4)Cl)F. Cell line: LOX IMVI. Synergy scores: CSS=50.3, Synergy_ZIP=-4.71, Synergy_Bliss=-4.18, Synergy_Loewe=1.72, Synergy_HSA=3.51.